Task: Regression/Classification. Given a drug SMILES string, predict its absorption, distribution, metabolism, or excretion properties. Task type varies by dataset: regression for continuous measurements (e.g., permeability, clearance, half-life) or binary classification for categorical outcomes (e.g., BBB penetration, CYP inhibition). For this dataset (clearance_microsome_az), we predict log10(clearance) (log10 of the in vitro intrinsic clearance, CLint, in uL/min per mg of human liver microsomal protein, equivalently mL/min/g; values are censored to the assay range of 3 to 150, which is 0.477 to 2.18 on this log10 scale).. Dataset: Microsomal clearance measurements from AstraZeneca (1) The molecule is C[C@H](CO)Nc1nc(SCc2cccc(F)c2F)nc2[nH]c(=O)ccc12. The log10(clearance) is 0.950. (2) The drug is Cc1ccc(F)c(Nc2ccnc(Nc3ccc(S(N)(=O)=O)cc3)n2)c1. The log10(clearance) is 1.26.